This data is from Catalyst prediction with 721,799 reactions and 888 catalyst types from USPTO. The task is: Predict which catalyst facilitates the given reaction. (1) Reactant: Cl[C:2]1[N:7]=[CH:6][C:5]([C@@H:8]([NH:10][C:11]([C@H:13]2[CH2:15][C@@H:14]2[C:16]2[CH:21]=[CH:20][CH:19]=[CH:18][CH:17]=2)=[O:12])[CH3:9])=[CH:4][CH:3]=1.Cl.[CH3:23]N(C)O.[C:27](=[O:30])([O-])[O-].[Cs+].[Cs+].CN([CH:36]=[O:37])C. Product: [O:37]1[CH2:36][CH:27]([O:30][C:2]2[N:7]=[CH:6][C:5]([C@@H:8]([NH:10][C:11]([C@H:13]3[CH2:15][C@@H:14]3[C:16]3[CH:21]=[CH:20][CH:19]=[CH:18][CH:17]=3)=[O:12])[CH3:9])=[CH:4][CH:3]=2)[CH2:23]1. The catalyst class is: 170. (2) Reactant: Cl[C:2]1[CH:9]=[CH:8][C:5]([C:6]#[N:7])=[CH:4][N:3]=1.[CH2:10]([OH:15])[CH2:11][CH2:12][CH2:13][OH:14].C(=O)([O-])[O-].[K+].[K+]. Product: [OH:14][CH2:13][CH2:12][CH2:11][CH2:10][O:15][C:2]1[CH:9]=[CH:8][C:5]([C:6]#[N:7])=[CH:4][N:3]=1. The catalyst class is: 9.